This data is from Full USPTO retrosynthesis dataset with 1.9M reactions from patents (1976-2016). The task is: Predict the reactants needed to synthesize the given product. (1) Given the product [CH3:10][C:7]([C:1]1[CH:6]=[CH:5][CH:4]=[CH:3][CH:2]=1)([CH2:11][CH3:12])[C:8]#[N:9], predict the reactants needed to synthesize it. The reactants are: [C:1]1([CH:7]([CH3:10])[C:8]#[N:9])[CH:6]=[CH:5][CH:4]=[CH:3][CH:2]=1.[CH2:11]1COC[CH2:12]1.C[Si]([N-][Si](C)(C)C)(C)C.[Na+].C(I)C. (2) Given the product [C:28]([O:27][C:25]([N:15]1[C:14]2[CH2:13][N:12]([C:9]3[N:8]=[CH:7][C:6]([CH2:5][CH2:4][C:3]([O:2][CH3:1])=[O:32])=[CH:11][N:10]=3)[CH2:24][CH2:23][C:22]=2[C:21]2[C:16]1=[CH:17][CH:18]=[CH:19][CH:20]=2)=[O:26])([CH3:31])([CH3:30])[CH3:29], predict the reactants needed to synthesize it. The reactants are: [CH3:1][O:2][C:3](=[O:32])/[CH:4]=[CH:5]/[C:6]1[CH:7]=[N:8][C:9]([N:12]2[CH2:24][CH2:23][C:22]3[C:21]4[C:16](=[CH:17][CH:18]=[CH:19][CH:20]=4)[N:15]([C:25]([O:27][C:28]([CH3:31])([CH3:30])[CH3:29])=[O:26])[C:14]=3[CH2:13]2)=[N:10][CH:11]=1.[H][H]. (3) Given the product [C:1]([O:5][C:6]([N:8]1[CH2:13][CH2:12][CH:11]([O:14][C:15]2[CH:24]=[C:23]([C:25]([CH3:28])([CH3:27])[CH3:26])[CH:22]=[CH:21][C:16]=2[C:17]([OH:19])=[O:18])[CH2:10][CH2:9]1)=[O:7])([CH3:4])([CH3:3])[CH3:2], predict the reactants needed to synthesize it. The reactants are: [C:1]([O:5][C:6]([N:8]1[CH2:13][CH2:12][CH:11]([O:14][C:15]2[CH:24]=[C:23]([C:25]([CH3:28])([CH3:27])[CH3:26])[CH:22]=[CH:21][C:16]=2[C:17]([O:19]C)=[O:18])[CH2:10][CH2:9]1)=[O:7])([CH3:4])([CH3:3])[CH3:2]. (4) Given the product [CH2:3]([O:5][C:6](=[O:32])[CH2:7][C:8]1[CH:13]=[C:12]([C:14]([F:16])([F:17])[F:15])[CH:11]=[C:10]([C:18]2[CH:23]=[CH:22][C:21]([C:24]([F:27])([F:25])[F:26])=[CH:20][C:19]=2[CH2:28][N:29]([CH2:30][CH3:31])[C:41]([NH:40][CH2:33][C:34]2[CH:39]=[CH:38][CH:37]=[CH:36][CH:35]=2)=[O:42])[N:9]=1)[CH3:4], predict the reactants needed to synthesize it. The reactants are: Cl.Cl.[CH2:3]([O:5][C:6](=[O:32])[CH2:7][C:8]1[CH:13]=[C:12]([C:14]([F:17])([F:16])[F:15])[CH:11]=[C:10]([C:18]2[CH:23]=[CH:22][C:21]([C:24]([F:27])([F:26])[F:25])=[CH:20][C:19]=2[CH2:28][NH:29][CH2:30][CH3:31])[N:9]=1)[CH3:4].[CH2:33]([N:40]=[C:41]=[O:42])[C:34]1[CH:39]=[CH:38][CH:37]=[CH:36][CH:35]=1. (5) Given the product [F:13][C:12]1[C:6]2[CH2:5][O:4][CH:3]([CH2:2][NH:22][CH2:21][CH2:20][O:19][CH3:18])[O:8][C:7]=2[CH:9]=[C:10]([S:14]([CH3:17])(=[O:16])=[O:15])[CH:11]=1, predict the reactants needed to synthesize it. The reactants are: Br[CH2:2][CH:3]1[O:8][C:7]2[CH:9]=[C:10]([S:14]([CH3:17])(=[O:16])=[O:15])[CH:11]=[C:12]([F:13])[C:6]=2[CH2:5][O:4]1.[CH3:18][O:19][CH2:20][CH2:21][NH2:22].